Predict the product of the given reaction. From a dataset of Forward reaction prediction with 1.9M reactions from USPTO patents (1976-2016). Given the reactants [CH2:1]([O:3][C:4](=[O:18])[C:5]1[C:10]([N+:11]([O-:13])=[O:12])=[CH:9][CH:8]=[C:7]([CH3:14])[C:6]=1[N+:15]([O-:17])=[O:16])[CH3:2].CO[CH:21]([N:24]([CH3:26])[CH3:25])OC, predict the reaction product. The product is: [CH2:1]([O:3][C:4](=[O:18])[C:5]1[C:10]([N+:11]([O-:13])=[O:12])=[CH:9][CH:8]=[C:7]([CH:14]=[CH:21][N:24]([CH3:26])[CH3:25])[C:6]=1[N+:15]([O-:17])=[O:16])[CH3:2].